From a dataset of Peptide-MHC class I binding affinity with 185,985 pairs from IEDB/IMGT. Regression. Given a peptide amino acid sequence and an MHC pseudo amino acid sequence, predict their binding affinity value. This is MHC class I binding data. The peptide sequence is YEQSRKRRRT. The MHC is Mamu-A11 with pseudo-sequence Mamu-A11. The binding affinity (normalized) is 0.